This data is from Acute oral toxicity (LD50) regression data from Zhu et al.. The task is: Regression/Classification. Given a drug SMILES string, predict its toxicity properties. Task type varies by dataset: regression for continuous values (e.g., LD50, hERG inhibition percentage) or binary classification for toxic/non-toxic outcomes (e.g., AMES mutagenicity, cardiotoxicity, hepatotoxicity). Dataset: ld50_zhu. (1) The drug is CCCCSc1ccc(C(SCCN(C)C)c2ccccc2)cc1. The rat oral LD50 is 1.98, given as -log10 of the dose in mol/kg body weight (higher means more acutely toxic). (2) The compound is C=Cc1ccc(CC)cn1. The rat oral LD50 is 2.04, given as -log10 of the dose in mol/kg body weight (higher means more acutely toxic). (3) The drug is CCOc1nnc(CSP(=S)(OCC)OCC)s1. The rat oral LD50 is 4.18, given as -log10 of the dose in mol/kg body weight (higher means more acutely toxic). (4) The compound is CCCCNC(=O)OCC(O)C1COc2ccccc2O1. The rat oral LD50 is 2.29, given as -log10 of the dose in mol/kg body weight (higher means more acutely toxic). (5) The molecule is O=C(O)c1ccccc1Nc1c(Cl)cc(Cl)c2ccccc12. The rat oral LD50 is 1.59, given as -log10 of the dose in mol/kg body weight (higher means more acutely toxic). (6) The compound is C=CCOC(=O)c1ccc(C(=O)OCC=C)c(C(=O)OCC=C)c1. The rat oral LD50 is 2.14, given as -log10 of the dose in mol/kg body weight (higher means more acutely toxic).